From a dataset of Reaction yield outcomes from USPTO patents with 853,638 reactions. Predict the reaction yield, written as a fraction of the theoretical maximum amount of product (1.0 means a 100% yield; for example, 0.34 means a 34% yield). (1) The product is [Cl:1][C:2]1[CH:3]=[C:4]([C:8]2[CH:9]=[C:10]([CH2:18][N:19]3[CH:23]=[N:22][C:21]([NH:24][CH3:27])=[N:20]3)[CH:11]=[N:12][C:13]=2[O:14][CH:15]([F:17])[F:16])[CH:5]=[CH:6][CH:7]=1. The catalyst is C(Cl)Cl.CC(O)=O. The yield is 0.200. The reactants are [Cl:1][C:2]1[CH:3]=[C:4]([C:8]2[CH:9]=[C:10]([CH2:18][N:19]3[CH:23]=[N:22][C:21]([NH2:24])=[N:20]3)[CH:11]=[N:12][C:13]=2[O:14][CH:15]([F:17])[F:16])[CH:5]=[CH:6][CH:7]=1.C=O.[C:27](O[BH-](OC(=O)C)OC(=O)C)(=O)C.[Na+]. (2) The reactants are [CH3:1][NH:2][CH2:3][CH2:4][OH:5].[C:6]([O:13]C([O-])=O)([O:8][C:9]([CH3:12])([CH3:11])[CH3:10])=O. The catalyst is C(Cl)Cl. The product is [CH3:12][C:9]([O:8][C:6](=[O:13])[N:2]([CH2:3][CH2:4][OH:5])[CH3:1])([CH3:10])[CH3:11]. The yield is 1.00. (3) The reactants are B(F)(F)F.[CH2:5]([O:7][P:8]([N:13]1[CH:19]2[CH:14]1[CH2:15][CH2:16][N:17]([C:20]([O:22][CH2:23][C:24]1[CH:29]=[CH:28][CH:27]=[CH:26][CH:25]=1)=[O:21])[CH2:18]2)([O:10][CH2:11][CH3:12])=[O:9])[CH3:6].[CH3:30][OH:31]. No catalyst specified. The product is [CH2:5]([O:7][P:8]([NH:13][C@H:19]1[C@H:14]([O:31][CH3:30])[CH2:15][CH2:16][N:17]([C:20]([O:22][CH2:23][C:24]2[CH:29]=[CH:28][CH:27]=[CH:26][CH:25]=2)=[O:21])[CH2:18]1)([O:10][CH2:11][CH3:12])=[O:9])[CH3:6]. The yield is 0.940. (4) The reactants are [Cl:1][C:2]1[CH:3]=[C:4]([N+:12]([O-:14])=[O:13])[C:5]([CH3:11])=[C:6]([CH:10]=1)[C:7]([OH:9])=[O:8].[C:15](=O)([O-])[O-].[Na+].[Na+].CI.O. The catalyst is CN(C=O)C. The product is [Cl:1][C:2]1[CH:3]=[C:4]([N+:12]([O-:14])=[O:13])[C:5]([CH3:11])=[C:6]([CH:10]=1)[C:7]([O:9][CH3:15])=[O:8]. The yield is 0.840. (5) The reactants are CC1(C)[N:6]2[C:7](=[O:12])[C:8]([CH3:11])([CH3:10])[CH2:9][C@H:5]2[CH2:4][O:3]1.Cl.N1C=CN=C1.[Si:20](Cl)([C:23]([CH3:26])([CH3:25])[CH3:24])([CH3:22])[CH3:21]. The catalyst is CO. The product is [Si:20]([O:3][CH2:4][C@H:5]1[NH:6][C:7](=[O:12])[C:8]([CH3:10])([CH3:11])[CH2:9]1)([C:23]([CH3:26])([CH3:25])[CH3:24])([CH3:22])[CH3:21]. The yield is 0.712.